Dataset: NCI-60 drug combinations with 297,098 pairs across 59 cell lines. Task: Regression. Given two drug SMILES strings and cell line genomic features, predict the synergy score measuring deviation from expected non-interaction effect. Drug 2: C1CC(=O)NC(=O)C1N2C(=O)C3=CC=CC=C3C2=O. Cell line: SF-539. Synergy scores: CSS=1.26, Synergy_ZIP=-3.31, Synergy_Bliss=0.802, Synergy_Loewe=-3.11, Synergy_HSA=0.0342. Drug 1: CC1=C2C(C(=O)C3(C(CC4C(C3C(C(C2(C)C)(CC1OC(=O)C(C(C5=CC=CC=C5)NC(=O)OC(C)(C)C)O)O)OC(=O)C6=CC=CC=C6)(CO4)OC(=O)C)O)C)O.